Dataset: Catalyst prediction with 721,799 reactions and 888 catalyst types from USPTO. Task: Predict which catalyst facilitates the given reaction. (1) Reactant: [CH3:1][O:2][C:3]([C@H:5]1[CH2:10][CH2:9][C@H:8]([CH2:11][N:12]2[C:20](=[O:21])[NH:19][C:18]3[C:13]2=[N:14][C:15]([N:22]([CH2:24][CH2:25][O:26][CH3:27])[CH3:23])=[N:16][CH:17]=3)[CH2:7][CH2:6]1)=[O:4].[C:28]([O-])([O-])=O.[Cs+].[Cs+].COS(OC)(=O)=O.O. Product: [CH3:1][O:2][C:3]([C@H:5]1[CH2:10][CH2:9][C@H:8]([CH2:11][N:12]2[C:20](=[O:21])[N:19]([CH3:28])[C:18]3[C:13]2=[N:14][C:15]([N:22]([CH2:24][CH2:25][O:26][CH3:27])[CH3:23])=[N:16][CH:17]=3)[CH2:7][CH2:6]1)=[O:4]. The catalyst class is: 85. (2) Reactant: [CH2:1]([O:3][C:4](=[O:33])[CH2:5][CH2:6][C:7]1[C:12]([CH3:13])=[CH:11][C:10]([CH:14]=[CH:15][C:16]([C:18]2[S:19][C:20]([CH2:29][CH3:30])=[C:21]3[CH2:26][C:25]([CH3:28])([CH3:27])[CH2:24][CH2:23][C:22]=23)=[O:17])=[CH:9][C:8]=1[CH2:31][CH3:32])[CH3:2]. Product: [CH2:1]([O:3][C:4](=[O:33])[CH2:5][CH2:6][C:7]1[C:12]([CH3:13])=[CH:11][C:10]([CH2:14][CH2:15][C:16]([C:18]2[S:19][C:20]([CH2:29][CH3:30])=[C:21]3[CH2:26][C:25]([CH3:27])([CH3:28])[CH2:24][CH2:23][C:22]=23)=[O:17])=[CH:9][C:8]=1[CH2:31][CH3:32])[CH3:2]. The catalyst class is: 29. (3) The catalyst class is: 7. Product: [F:27][C:28]([F:30])([F:29])[C:2]1([OH:1])[CH2:7][CH2:6][N:5]([C:8]2[CH:13]=[CH:12][C:11]([N:14]3[CH2:18][C@H:17]([CH2:19][NH:20][C:21](=[O:23])[CH3:22])[O:16][C:15]3=[O:24])=[CH:10][C:9]=2[F:25])[CH2:4][CH:3]1[CH3:26]. Reactant: [O:1]=[C:2]1[CH2:7][CH2:6][N:5]([C:8]2[CH:13]=[CH:12][C:11]([N:14]3[CH2:18][C@H:17]([CH2:19][NH:20][C:21](=[O:23])[CH3:22])[O:16][C:15]3=[O:24])=[CH:10][C:9]=2[F:25])[CH2:4][CH:3]1[CH3:26].[F:27][C:28]([Mg]Br)([F:30])[F:29]. (4) Reactant: [NH:1]1[C:9]2[C:4](=[CH:5][CH:6]=[CH:7][CH:8]=2)[CH2:3][CH2:2]1.C(N(CC)CC)C.[Cl:17][CH2:18][CH2:19][C:20](Cl)=[O:21]. Product: [Cl:17][CH2:18][CH2:19][C:20]([N:1]1[C:9]2[C:4](=[CH:5][CH:6]=[CH:7][CH:8]=2)[CH2:3][CH2:2]1)=[O:21]. The catalyst class is: 7. (5) The catalyst class is: 541. Product: [CH:1]1([C:7]([NH:26][C@H:25]([C:24]([OH:42])=[O:23])[CH2:27][C:28]2[CH:29]=[CH:30][C:31]([OH:34])=[CH:32][CH:33]=2)=[O:8])[CH2:6][CH2:5][CH2:4][CH2:3][CH2:2]1. Reactant: [CH:1]1([C:7](Cl)=[O:8])[CH2:6][CH2:5][CH2:4][CH2:3][CH2:2]1.N1C=CC=CC=1.C([O:23][C:24](=[O:42])[C@H:25]([CH2:27][C:28]1[CH:33]=[CH:32][C:31]([O:34]CC2C=CC=CC=2)=[CH:30][CH:29]=1)[NH2:26])C1C=CC=CC=1. (6) Reactant: [CH:1]1[CH:14]=[C:13]([NH2:15])[C:4]2[CH:5]=[CH:6][CH:7]=[C:8]([S:9]([OH:12])(=[O:11])=[O:10])[C:3]=2[CH:2]=1.C(N(CC)CC)C.[C:23](Cl)(=[O:30])[C:24]1[CH:29]=[CH:28][CH:27]=[CH:26][CH:25]=1. Product: [C:23]([NH:15][C:13]1[CH:14]=[CH:1][CH:2]=[C:3]2[C:4]=1[CH:5]=[CH:6][CH:7]=[C:8]2[S:9]([OH:12])(=[O:10])=[O:11])(=[O:30])[C:24]1[CH:29]=[CH:28][CH:27]=[CH:26][CH:25]=1. The catalyst class is: 4.